Dataset: Experimentally validated miRNA-target interactions with 360,000+ pairs, plus equal number of negative samples. Task: Binary Classification. Given a miRNA mature sequence and a target amino acid sequence, predict their likelihood of interaction. (1) The miRNA is hsa-miR-519c-3p with sequence AAAGUGCAUCUUUUUAGAGGAU. The protein sequence of the target gene is MVLLKEYRVILPVSVDEYQVGQLYSVAEASKNETGGGEGVEVLVNEPYEKDGEKGQYTHKIYHLQSKVPTFVRMLAPEGALNIHEKAWNAYPYCRTVITNEYMKEDFLIKIETWHKPDLGTQENVHKLEPEAWKHVEAVYIDIADRSQVLSKDYKAEEDPAKFKSIKTGRGPLGPNWKQELVNQKDCPYMCAYKLVTVKFKWWGLQNKVENFIHKQERRLFTNFHRQLFCWLDKWVDLTMDDIRRMEEETKRQLDEMRQKDPVKGMTADD. Result: 1 (interaction). (2) The miRNA is hsa-miR-31-3p with sequence UGCUAUGCCAACAUAUUGCCAU. The protein sequence of the target gene is MRTNRLSWILVLSVVIFLVIINTINASDDEERLMVDVFRGYNSLIQPVRNSSELPLIVKMALQLVLLINVDEKDQVMHTNVWLTLQWHDFQMKWNPVNYGEIKQIRVSPDKVWLPDIVLFNNADGNYEVSFMCNVVINHKGDMLWVPPAIYKSSCIIDVEFFPFDEQVCTLVFGSWTYNENEIKLEFVQAELVDVSEYSASSIWDVIDVPASLVNKRSRIEFQVRIRRKTLFYTVVLIIPTVLMAFLSMAVFFLPTDSGEKITLTISVLLSIVVFLLLVSKILPPTSSTIPLMAKYLLLT.... Result: 0 (no interaction). (3) The miRNA is hsa-miR-4468 with sequence AGAGCAGAAGGAUGAGAU. The protein sequence of the target gene is MHLPAILLCALWSAVVAETSDDYELMYVNLDNEIDNGLHPTEDPTPCDCRQEHSEWDKLFIMLENSQMREGMLLQATDDVLRGELQRLRAELGRLAGGMARPCAAGGPADARLVRALEPLLQESRDASLRLARLEDAEARRPEATVPGLGAVLEELRRTRADLSAVQSWVARHWLPAGCETAIFFPMRSKKIFGSVHPVRPMKLESFSTCIWVKATDVLNKTILFSYGTKWNPYEIQLYLSSQSLVLVVGGKENKLAADTVVSLGRWSHLCGTWSSEQGSMSLWANGELVATTVEMAKSH.... Result: 0 (no interaction). (4) The miRNA is mmu-miR-764-5p with sequence GGUGCUCACAUGUCCUCCU. The protein sequence of the target gene is MNWHMIISGLIVVVLKVVGMTLFLLYFPQIFNKSNDGFTTTRSYGTVSQIFGSSSPSPNGFITTRSYGTVCPKDWEFYQARCFFLSTSESSWNESRDFCKGKGSTLAIVNTPEKLKFLQDITDAEKYFIGLIYHREEKRWRWINNSVFNGNVTNQNQNFNCATIGLTKTFDAASCDISYRRICEKNAK. Result: 0 (no interaction).